From a dataset of Reaction yield outcomes from USPTO patents with 853,638 reactions. Predict the reaction yield, written as a fraction of the theoretical maximum amount of product (1.0 means a 100% yield; for example, 0.34 means a 34% yield). (1) The reactants are [NH2:1][C:2]1[CH:7]=[CH:6][C:5]([C:8]2[C:12]3[C:13]([NH2:18])=[N:14][CH:15]=[C:16]([I:17])[C:11]=3[O:10][CH:9]=2)=[CH:4][C:3]=1[O:19][CH3:20].[CH3:21][N:22]1[C:30]2[C:25](=[CH:26][CH:27]=[CH:28][CH:29]=2)[CH:24]=[C:23]1[C:31](Cl)=[O:32]. The catalyst is N1C=CC=CC=1. The product is [NH2:18][C:13]1[C:12]2[C:8]([C:5]3[CH:6]=[CH:7][C:2]([NH:1][C:31]([C:23]4[N:22]([CH3:21])[C:30]5[C:25]([CH:24]=4)=[CH:26][CH:27]=[CH:28][CH:29]=5)=[O:32])=[C:3]([O:19][CH3:20])[CH:4]=3)=[CH:9][O:10][C:11]=2[C:16]([I:17])=[CH:15][N:14]=1. The yield is 0.890. (2) The reactants are Br[CH2:2][CH2:3][N:4]1[C:8]([CH2:9]Cl)=[CH:7][C:6]([N+:11]([O-:13])=[O:12])=[N:5]1.[CH3:14][O:15][CH2:16][CH2:17][CH2:18][NH2:19].CS(C)=O. The catalyst is C(OCC)(=O)C. The product is [CH3:14][O:15][CH2:16][CH2:17][CH2:18][N:19]1[CH2:2][CH2:3][N:4]2[N:5]=[C:6]([N+:11]([O-:13])=[O:12])[CH:7]=[C:8]2[CH2:9]1. The yield is 0.660. (3) The reactants are [O:1]=[C:2]1[N:6]([C@@H:7]([C:9]2[CH:14]=[CH:13][CH:12]=[CH:11][CH:10]=2)[CH3:8])[CH2:5][CH:4]([C:15]([O:17][C:18]([CH3:21])([CH3:20])[CH3:19])=[O:16])[CH2:3]1.C=O.[H-].[Na+].C(O)(=O)C[C:28](CC(O)=O)(C(O)=O)[OH:29]. The catalyst is CN(C)C=O. The product is [OH:29][CH2:28][C@:4]1([C:15]([O:17][C:18]([CH3:20])([CH3:19])[CH3:21])=[O:16])[CH2:3][C:2](=[O:1])[N:6]([C@@H:7]([C:9]2[CH:10]=[CH:11][CH:12]=[CH:13][CH:14]=2)[CH3:8])[CH2:5]1. The yield is 0.230. (4) The reactants are [CH2:1]([NH2:3])[CH3:2].[Cl:4][CH2:5][CH2:6][N:7]=[C:8]=[O:9]. No catalyst specified. The product is [Cl:4][CH2:5][CH2:6][NH:7][C:8]([NH:3][CH2:1][CH3:2])=[O:9]. The yield is 0.650. (5) The reactants are CC(C)([O-])C.[K+].[CH2:7]([N:14]1[CH2:19][CH2:18][CH:17]([OH:20])[CH2:16][CH2:15]1)[C:8]1[CH:13]=[CH:12][CH:11]=[CH:10][CH:9]=1.F[C:22]1[C:27]([CH3:28])=[CH:26][CH:25]=[CH:24][N:23]=1. The catalyst is CS(C)=O. The product is [CH2:7]([N:14]1[CH2:19][CH2:18][CH:17]([O:20][C:22]2[C:27]([CH3:28])=[CH:26][CH:25]=[CH:24][N:23]=2)[CH2:16][CH2:15]1)[C:8]1[CH:9]=[CH:10][CH:11]=[CH:12][CH:13]=1. The yield is 0.850.